From a dataset of Catalyst prediction with 721,799 reactions and 888 catalyst types from USPTO. Predict which catalyst facilitates the given reaction. (1) Reactant: [C:1]([N:4]1[C:13]2[C:8](=[CH:9][C:10]([C:14]([OH:16])=O)=[CH:11][CH:12]=2)[C@H:7]([NH:17][C:18]2[CH:23]=[CH:22][CH:21]=[C:20]([CH3:24])[N:19]=2)[C@@H:6]([CH3:25])[C@@H:5]1[CH:26]1[CH2:28][CH2:27]1)(=[O:3])[CH3:2].CN(C(ON1N=NC2[CH:40]=[CH:41][CH:42]=[N:43][C:38]1=2)=[N+](C)C)C.F[P-](F)(F)(F)(F)F.N1CCCC1.CCN(C(C)C)C(C)C. Product: [CH:26]1([C@H:5]2[C@H:6]([CH3:25])[C@@H:7]([NH:17][C:18]3[CH:23]=[CH:22][CH:21]=[C:20]([CH3:24])[N:19]=3)[C:8]3[C:13](=[CH:12][CH:11]=[C:10]([C:14]([N:43]4[CH2:42][CH2:41][CH2:40][CH2:38]4)=[O:16])[CH:9]=3)[N:4]2[C:1](=[O:3])[CH3:2])[CH2:27][CH2:28]1. The catalyst class is: 9. (2) Reactant: [Br:1][C:2]1[CH:3]=[N:4][CH:5]=[C:6]2[C:11]=1[N:10]=[C:9]([C:12]([OH:14])=O)[CH:8]=[CH:7]2.C(Cl)(=O)C(Cl)=O.Cl.[NH2:22][CH2:23][C:24]1([CH3:30])[NH:28][C:27](=[O:29])[CH2:26][CH2:25]1.C(N(CC)CC)C. Product: [Br:1][C:2]1[CH:3]=[N:4][CH:5]=[C:6]2[C:11]=1[N:10]=[C:9]([C:12]([NH:22][CH2:23][C:24]1([CH3:30])[CH2:25][CH2:26][C:27](=[O:29])[NH:28]1)=[O:14])[CH:8]=[CH:7]2. The catalyst class is: 204. (3) Reactant: [CH2:1]([O:8][C@@H:9]1[C@@H:17]([CH:18]([OH:20])[CH3:19])[O:16][C@H:15]2[C@H:11]([N:12]=[C:13]([N:21]([CH2:29][CH:30]=[CH2:31])[C:22](=[O:28])[O:23][C:24]([CH3:27])([CH3:26])[CH3:25])[S:14]2)[C@H:10]1[O:32][CH2:33][C:34]1[CH:39]=[CH:38][CH:37]=[CH:36][CH:35]=1)[C:2]1[CH:7]=[CH:6][CH:5]=[CH:4][CH:3]=1. Product: [C:18]([C@H:17]1[O:16][C@H:15]2[C@H:11]([N:12]=[C:13]([N:21]([CH2:29][CH:30]=[CH2:31])[C:22](=[O:28])[O:23][C:24]([CH3:27])([CH3:25])[CH3:26])[S:14]2)[C@@H:10]([O:32][CH2:33][C:34]2[CH:39]=[CH:38][CH:37]=[CH:36][CH:35]=2)[C@@H:9]1[O:8][CH2:1][C:2]1[CH:7]=[CH:6][CH:5]=[CH:4][CH:3]=1)(=[O:20])[CH3:19]. The catalyst class is: 4.